Task: Predict which catalyst facilitates the given reaction.. Dataset: Catalyst prediction with 721,799 reactions and 888 catalyst types from USPTO (1) Reactant: [CH2:1]([N:5]1[C:13]2[C:8](=[N:9][C:10]([Cl:15])=[N:11][C:12]=2[Cl:14])[N:7]=[C:6]1Cl)[C:2]#[C:3][CH3:4].[NH:17]1[CH2:22][CH2:21][CH2:20][CH:19]([NH:23][C:24](=[O:30])[O:25][C:26]([CH3:29])([CH3:28])[CH3:27])[CH2:18]1.C(#N)C. Product: [C:26]([O:25][C:24](=[O:30])[NH:23][CH:19]1[CH2:20][CH2:21][CH2:22][N:17]([C:6]2[N:5]([CH2:1][C:2]#[C:3][CH3:4])[C:13]3[C:8](=[N:9][C:10]([Cl:15])=[N:11][C:12]=3[Cl:14])[N:7]=2)[CH2:18]1)([CH3:29])([CH3:27])[CH3:28]. The catalyst class is: 66. (2) Reactant: [CH:1]([C:3]1[CH:13]=[CH:12][C:6](/[CH:7]=[CH:8]/[C:9]([OH:11])=[O:10])=[CH:5][CH:4]=1)=O.Cl.[CH2:15]([O:18][NH2:19])[CH:16]=[CH2:17]. Product: [CH2:15]([O:18][N:19]=[CH:1][C:3]1[CH:13]=[CH:12][C:6](/[CH:7]=[CH:8]/[C:9]([OH:11])=[O:10])=[CH:5][CH:4]=1)[C:16]1[CH:5]=[CH:4][CH:3]=[CH:1][CH:17]=1. The catalyst class is: 31. (3) Reactant: C[O:2][C:3](=[O:39])[CH2:4][CH:5]([OH:38])[CH2:6][CH:7]([OH:37])[CH2:8][CH2:9][C:10]1[N:11]([C:30]2[CH:35]=[CH:34][C:33]([F:36])=[CH:32][CH:31]=2)[N:12]=[C:13]([C:18](=[O:29])[N:19]([CH3:28])[CH2:20][C:21]2[CH:26]=[CH:25][CH:24]=[CH:23][C:22]=2[CH3:27])[C:14]=1[CH:15]([CH3:17])[CH3:16].[OH-].[Na+:41]. Product: [Na+:41].[F:36][C:33]1[CH:32]=[CH:31][C:30]([N:11]2[C:10]([CH2:9][CH2:8][C@@H:7]([OH:37])[CH2:6][C@@H:5]([OH:38])[CH2:4][C:3]([O-:39])=[O:2])=[C:14]([CH:15]([CH3:17])[CH3:16])[C:13]([C:18](=[O:29])[N:19]([CH3:28])[CH2:20][C:21]3[CH:26]=[CH:25][CH:24]=[CH:23][C:22]=3[CH3:27])=[N:12]2)=[CH:35][CH:34]=1. The catalyst class is: 5. (4) Reactant: [CH3:1][C:2]1([CH3:12])[O:6]/[C:5](=[CH:7]\[C:8](O)=[O:9])/[C:4](=[O:11])[O:3]1.C(Cl)(=O)C([Cl:16])=O. Product: [CH3:1][C:2]1([CH3:12])[O:6]/[C:5](=[CH:7]\[C:8]([Cl:16])=[O:9])/[C:4](=[O:11])[O:3]1. The catalyst class is: 59. (5) Reactant: [NH2:1][C@H:2]1[CH2:7][CH2:6][C@H:5]([NH2:8])[CH2:4][CH2:3]1.[Cl:9][C:10]1[N:18]=[C:17]2[C:13]([N:14]=[CH:15][N:16]2[CH:19]2[CH2:23][CH2:22][S:21][CH2:20]2)=[C:12]([NH:24][C:25]2[CH:30]=[CH:29][CH:28]=[CH:27][CH:26]=2)[N:11]=1.CO.[OH-].[NH4+].[ClH:35]. Product: [ClH:9].[ClH:35].[NH2:1][CH:2]1[CH2:7][CH2:6][CH:5]([NH:8][C:10]2[N:18]=[C:17]3[C:13]([N:14]=[CH:15][N:16]3[CH:19]3[CH2:23][CH2:22][S:21][CH2:20]3)=[C:12]([NH:24][C:25]3[CH:26]=[CH:27][CH:28]=[CH:29][CH:30]=3)[N:11]=2)[CH2:4][CH2:3]1. The catalyst class is: 8. (6) Product: [Br:18][C:19]1[C:24]([CH3:25])=[CH:23][C:22]([O:11][CH2:12][CH:13]2[CH2:14][CH:15]([OH:17])[CH2:16]2)=[CH:21][C:20]=1[CH3:27]. Reactant: CC1C=CC(S([O:11][CH2:12][CH:13]2[CH2:16][CH:15]([OH:17])[CH2:14]2)(=O)=O)=CC=1.[Br:18][C:19]1[C:24]([CH3:25])=[CH:23][C:22](O)=[CH:21][C:20]=1[CH3:27].C([O-])([O-])=O.[K+].[K+].O. The catalyst class is: 3.